This data is from Full USPTO retrosynthesis dataset with 1.9M reactions from patents (1976-2016). The task is: Predict the reactants needed to synthesize the given product. (1) Given the product [CH3:24][N:14]1[C:15]([C:18]2[CH:19]=[CH:20][CH:21]=[CH:22][CH:23]=2)=[CH:16][CH:17]=[C:13]1[C:8]1[CH:9]=[C:10]2[C:5](=[CH:6][CH:7]=1)[CH:4]=[C:3]([OH:2])[CH:12]=[CH:11]2, predict the reactants needed to synthesize it. The reactants are: C[O:2][C:3]1[CH:4]=[C:5]2[C:10](=[CH:11][CH:12]=1)[CH:9]=[C:8]([C:13]1[N:14]([CH3:24])[C:15]([C:18]3[CH:23]=[CH:22][CH:21]=[CH:20][CH:19]=3)=[CH:16][CH:17]=1)[CH:7]=[CH:6]2.Cl.N1C=CC=CC=1. (2) Given the product [ClH:1].[C:8]1([C:14]2[N:19]=[C:18]3[N:20]4[C:26]([C:27]5[CH:32]=[N:31][CH:30]=[CH:29][N:28]=5)=[N:25][N:24]=[C:21]4[CH:22]=[CH:23][C:17]3=[N:16][C:15]=2[C:33]2[CH:34]=[CH:35][C:36]([C:39]3([NH2:43])[CH2:42][CH2:41][CH2:40]3)=[CH:37][CH:38]=2)[CH:9]=[CH:10][CH:11]=[CH:12][CH:13]=1, predict the reactants needed to synthesize it. The reactants are: [ClH:1].CCOC(C)=O.[C:8]1([C:14]2[N:19]=[C:18]3[N:20]4[C:26]([C:27]5[CH:32]=[N:31][CH:30]=[CH:29][N:28]=5)=[N:25][N:24]=[C:21]4[CH:22]=[CH:23][C:17]3=[N:16][C:15]=2[C:33]2[CH:38]=[CH:37][C:36]([C:39]3([NH:43]C(=O)OC(C)(C)C)[CH2:42][CH2:41][CH2:40]3)=[CH:35][CH:34]=2)[CH:13]=[CH:12][CH:11]=[CH:10][CH:9]=1. (3) The reactants are: [Br:1][C:2]1[CH:7]=[C:6]([CH3:8])[CH:5]=[C:4]([Br:9])[C:3]=1[O:10][C:11]1[CH:16]=[CH:15][C:14]([N+:17]([O-:19])=[O:18])=[CH:13][CH:12]=1.[O-:20][Mn](=O)(=O)=O.[K+].[OH2:26]. Given the product [Br:1][C:2]1[CH:7]=[C:6]([CH:5]=[C:4]([Br:9])[C:3]=1[O:10][C:11]1[CH:12]=[CH:13][C:14]([N+:17]([O-:19])=[O:18])=[CH:15][CH:16]=1)[C:8]([OH:20])=[O:26], predict the reactants needed to synthesize it. (4) Given the product [CH2:17]([O:1][C:2]1[CH:3]=[C:4]([CH:7]=[C:8]([OH:10])[CH:9]=1)[C:5]#[N:6])[C:18]1[CH:23]=[CH:22][CH:21]=[CH:20][CH:19]=1, predict the reactants needed to synthesize it. The reactants are: [OH:1][C:2]1[CH:3]=[C:4]([CH:7]=[C:8]([OH:10])[CH:9]=1)[C:5]#[N:6].C([O-])([O-])=O.[K+].[K+].[CH2:17](Br)[C:18]1[CH:23]=[CH:22][CH:21]=[CH:20][CH:19]=1. (5) Given the product [ClH:31].[F:28][C:26]1[CH:25]=[CH:24][C:23]([O:29][CH3:30])=[C:22]([NH:21][C:19]([NH:18][C:13]2[CH:14]=[C:15]3[C:10](=[CH:11][CH:12]=2)[CH2:9][NH:8][CH2:17][CH2:16]3)=[O:20])[CH:27]=1, predict the reactants needed to synthesize it. The reactants are: C(OC([N:8]1[CH2:17][CH2:16][C:15]2[C:10](=[CH:11][CH:12]=[C:13]([NH:18][C:19]([NH:21][C:22]3[CH:27]=[C:26]([F:28])[CH:25]=[CH:24][C:23]=3[O:29][CH3:30])=[O:20])[CH:14]=2)[CH2:9]1)=O)(C)(C)C.[ClH:31]. (6) Given the product [F:24][C:25]1([F:31])[CH2:29][CH2:28][CH:27]([NH:30][C:7]2[C:12]([CH3:13])=[C:11]([CH3:14])[N:10]=[C:9]([NH:15][CH2:16][C:17]3[CH:22]=[CH:21][CH:20]=[CH:19][N:18]=3)[N:8]=2)[CH2:26]1, predict the reactants needed to synthesize it. The reactants are: C1(N[C:7]2[C:12]([CH3:13])=[C:11]([CH3:14])[N:10]=[C:9]([NH:15][CH2:16][C:17]3[CH:22]=[CH:21][CH:20]=[CH:19][N:18]=3)[N:8]=2)CCCC1.Cl.[F:24][C:25]1([F:31])[CH2:29][CH2:28][CH:27]([NH2:30])[CH2:26]1.